From a dataset of Full USPTO retrosynthesis dataset with 1.9M reactions from patents (1976-2016). Predict the reactants needed to synthesize the given product. (1) Given the product [F:24][C:25]1[CH:26]=[CH:27][C:28]2[O:29][C:14]([CH:11]3[CH2:10][CH2:9][NH:8][CH2:13][CH2:12]3)([C:15]3[CH:16]=[CH:17][C:18]([S:21][CH3:22])=[CH:19][CH:20]=3)[O:23][C:30]=2[CH:31]=1, predict the reactants needed to synthesize it. The reactants are: C(OC([N:8]1[CH2:13][CH2:12][CH:11]([C:14](=[O:23])[C:15]2[CH:20]=[CH:19][C:18]([S:21][CH3:22])=[CH:17][CH:16]=2)[CH2:10][CH2:9]1)=O)(C)(C)C.[F:24][C:25]1[CH:26]=[C:27](O)[C:28](=[CH:30][CH:31]=1)[OH:29].CC1C=CC(S(O)(=O)=O)=CC=1.O. (2) Given the product [C:4]([O:3][C:1](=[O:2])[NH:8][C:9]1[CH:17]=[CH:16][CH:15]=[C:11]([C:12](=[O:14])[NH:32][CH2:31][C:30]2[C:51]3[C:42](=[CH:43][CH:44]=[CH:45][CH:46]=3)[CH:27]=[CH:28][CH:29]=2)[CH:10]=1)([CH3:5])([CH3:6])[CH3:7], predict the reactants needed to synthesize it. The reactants are: [C:1]([NH:8][C:9]1[CH:10]=[C:11]([CH:15]=[CH:16][CH:17]=1)[C:12]([OH:14])=O)([O:3][C:4]([CH3:7])([CH3:6])[CH3:5])=[O:2].CN(C(ON1N=N[C:28]2[CH:29]=[CH:30][CH:31]=[N:32][C:27]1=2)=[N+](C)C)C.F[P-](F)(F)(F)(F)F.[C:42]1(NC)[C:51]2[C:46](=CC=CC=2)[CH:45]=[CH:44][CH:43]=1.C(N(CC)C(C)C)(C)C. (3) Given the product [NH2:12][C:11]1[C:2]([CH3:1])=[N:3][C:4]2[C:9]([CH:10]=1)=[CH:8][CH:7]=[CH:6][CH:5]=2, predict the reactants needed to synthesize it. The reactants are: [CH3:1][C:2]1[C:11]([N+:12]([O-])=O)=[CH:10][C:9]2[C:4](=[CH:5][CH:6]=[CH:7][CH:8]=2)[N:3]=1.O.O.[Sn](Cl)Cl.[OH-].[Na+]. (4) Given the product [F:30][C:2]([F:1])([F:29])[C:3]1[N:7]=[C:6]([C:8]2[C:9]3[CH2:28][CH2:27][CH2:26][CH2:25][CH2:24][C:10]=3[S:11][C:12]=2[NH:13][C:14]([C:16]2[CH:36]3[CH2:20][CH2:19][CH:18]([CH2:32][CH2:31]3)[C:17]=2[C:21]([OH:23])=[O:22])=[O:15])[O:5][N:4]=1, predict the reactants needed to synthesize it. The reactants are: [F:1][C:2]([F:30])([F:29])[C:3]1[N:7]=[C:6]([C:8]2[C:9]3[CH2:28][CH2:27][CH2:26][CH2:25][CH2:24][C:10]=3[S:11][C:12]=2[NH:13][C:14]([C:16]2[CH2:20][CH2:19][CH2:18][C:17]=2[C:21]([OH:23])=[O:22])=[O:15])[O:5][N:4]=1.[CH:31]12CCC(C[CH2:36]1)C1C(OC(=O)[C:32]2=1)=O. (5) Given the product [CH2:1]([O:3][C:4](=[O:25])/[C:5](/[O:22][CH2:23][CH3:24])=[CH:6]/[C:7]1[CH:12]=[CH:11][C:10]([OH:13])=[CH:9][C:8]=1[CH3:21])[CH3:2], predict the reactants needed to synthesize it. The reactants are: [CH2:1]([O:3][C:4](=[O:25])/[C:5](/[O:22][CH2:23][CH3:24])=[CH:6]/[C:7]1[CH:12]=[CH:11][C:10]([O:13]CC2C=CC=CC=2)=[CH:9][C:8]=1[CH3:21])[CH3:2].B(F)(F)F.CCOCC.CSC.